This data is from Reaction yield outcomes from USPTO patents with 853,638 reactions. The task is: Predict the reaction yield, written as a fraction of the theoretical maximum amount of product (1.0 means a 100% yield; for example, 0.34 means a 34% yield). (1) The reactants are [H-].[Na+:2].[C:3]([O:9][CH2:10][CH3:11])(=[O:8])[CH2:4][C:5]([CH3:7])=O.Cl[CH2:13][C:14](=[O:20])[CH2:15][C:16]([O:18][CH3:19])=[O:17]. The catalyst is C1COCC1. The product is [CH2:10]([O:9][C:3]([C:4]1[CH2:13][C:14]([O-:20])=[C:15]([C:16]([O:18][CH3:19])=[O:17])[C:5]=1[CH3:7])=[O:8])[CH3:11].[Na+:2]. The yield is 0.980. (2) The reactants are C([C@@:4]1([C:26]2[CH:31]=[CH:30][CH:29]=[CH:28][CH:27]=2)[O:9][C:8](=[O:10])[N:7]([C@H](C2C=CC(C3C=NC(N)=CC=3)=CC=2)C)[CH2:6][CH2:5]1)C=C. The catalyst is O1CCCC1. The product is [C:26]1([CH:4]2[O:9][C:8](=[O:10])[NH:7][CH2:6][CH2:5]2)[CH:27]=[CH:28][CH:29]=[CH:30][CH:31]=1. The yield is 0.410.